Predict the reaction yield, written as a fraction of the theoretical maximum amount of product (1.0 means a 100% yield; for example, 0.34 means a 34% yield). From a dataset of Reaction yield outcomes from USPTO patents with 853,638 reactions. (1) The catalyst is C(#N)C.O.C(O)(C)(C)C. The reactants are [Cl:1][C:2]1[CH:10]=[C:9]2[C:5]([C:6]([CH:11]=[O:12])=[CH:7][NH:8]2)=[CH:4][C:3]=1[C:13]1[CH:18]=[CH:17][C:16]([O:19][CH:20]2[CH2:23][O:22][CH2:21]2)=[CH:15][CH:14]=1.CC(=CC)C.Cl([O-])=[O:30].[Na+].OP([O-])(O)=O.[Na+]. The yield is 0.420. The product is [Cl:1][C:2]1[CH:10]=[C:9]2[C:5]([C:6]([C:11]([OH:30])=[O:12])=[CH:7][NH:8]2)=[CH:4][C:3]=1[C:13]1[CH:18]=[CH:17][C:16]([O:19][CH:20]2[CH2:23][O:22][CH2:21]2)=[CH:15][CH:14]=1. (2) The reactants are [O:1]=[C:2]1[CH2:7][CH2:6][CH2:5][N:4]([C:8]([O:10][C:11]([CH3:14])([CH3:13])[CH3:12])=[O:9])[CH2:3]1.[CH3:15][N:16]([CH:18](OC)OC)[CH3:17]. No catalyst specified. The product is [CH3:15][N:16]([CH:18]=[C:7]1[CH2:6][CH2:5][N:4]([C:8]([O:10][C:11]([CH3:14])([CH3:13])[CH3:12])=[O:9])[CH2:3][C:2]1=[O:1])[CH3:17]. The yield is 0.940. (3) The reactants are Br[CH2:2][CH2:3][C:4]1[CH:5]=[C:6]2[C:11](=[CH:12][CH:13]=1)[N:10]=[CH:9][CH:8]=[CH:7]2.[C:14]1([C:20]2[CH:21]=[CH:22][C:23](=[O:26])[NH:24][N:25]=2)[CH:19]=[CH:18][CH:17]=[CH:16][CH:15]=1.[OH-].[K+].O. The catalyst is C1C=CC=CC=1.[Br-].C([N+](CCCC)(CCCC)CCCC)CCC. The product is [C:14]1([C:20]2[CH:21]=[CH:22][C:23](=[O:26])[N:24]([CH2:2][CH2:3][C:4]3[CH:5]=[C:6]4[C:11](=[CH:12][CH:13]=3)[N:10]=[CH:9][CH:8]=[CH:7]4)[N:25]=2)[CH:15]=[CH:16][CH:17]=[CH:18][CH:19]=1. The yield is 0.630. (4) The reactants are [C:1]([O:5][C:6](=[O:33])[NH:7][C@H:8]([C:12]1[CH:17]=[C:16]([C:18]2[N:22]([CH:23]([F:25])[F:24])[N:21]=[CH:20][C:19]=2[NH:26][C:27](=[O:32])[C@H:28](C)[CH:29]=C)[CH:15]=[CH:14][N:13]=1)[CH2:9][CH:10]=[CH2:11])([CH3:4])([CH3:3])[CH3:2]. The catalyst is CCOC(C)=O.Cl[Ru](=C1N(C2C(C)=CC(C)=CC=2C)CCN1C1C(C)=CC(C)=CC=1C)(Cl)(=CC1C=CC=CC=1)[P](C1CCCCC1)(C1CCCCC1)C1CCCCC1. The product is [F:24][CH:23]([F:25])[N:22]1[N:21]=[CH:20][C:19]2[NH:26][C:27](=[O:32])[C@H:28]([CH3:29])[CH:11]=[CH:10][CH2:9][C@H:8]([NH:7][C:6](=[O:33])[O:5][C:1]([CH3:3])([CH3:2])[CH3:4])[C:12]3[CH:17]=[C:16]([CH:15]=[CH:14][N:13]=3)[C:18]1=2. The yield is 0.760. (5) The product is [CH3:19][O:20][C:21]1[CH:28]=[CH:27][C:24]([CH:25]=[CH:9][C:10]2[CH:11]=[CH:12][C:13]([NH2:16])=[CH:14][CH:15]=2)=[CH:23][CH:22]=1. The reactants are C(OP([CH2:9][C:10]1[CH:15]=[CH:14][C:13]([N+:16]([O-])=O)=[CH:12][CH:11]=1)(=O)OCC)C.[CH3:19][O:20][C:21]1[CH:28]=[CH:27][C:24]([CH:25]=O)=[CH:23][CH:22]=1. The yield is 0.690. No catalyst specified. (6) The product is [F:1][C:2]1[CH:7]=[CH:6][C:5]([F:8])=[CH:4][C:3]=1[CH:9]([S:20]([C:23]1[CH:28]=[CH:27][C:26]([F:29])=[C:25]([CH3:30])[CH:24]=1)(=[O:21])=[O:22])[C:10]1[C:11]([CH3:19])=[CH:12][C:13]([C:16]([NH:31][CH2:32][CH2:33][OH:34])=[O:18])=[N:14][CH:15]=1. The catalyst is C(Cl)Cl.O. The yield is 0.580. The reactants are [F:1][C:2]1[CH:7]=[CH:6][C:5]([F:8])=[CH:4][C:3]=1[CH:9]([S:20]([C:23]1[CH:28]=[CH:27][C:26]([F:29])=[C:25]([CH3:30])[CH:24]=1)(=[O:22])=[O:21])[C:10]1[C:11]([CH3:19])=[CH:12][C:13]([C:16]([OH:18])=O)=[N:14][CH:15]=1.[NH2:31][CH2:32][CH2:33][OH:34].Cl.C(N=C=NCCCN(C)C)C.ON1C2C=CC=CC=2N=N1.C(N(CC)CC)C. (7) The reactants are [F:1][C:2]1[CH:7]=[CH:6][C:5]([C:8](=[O:10])[CH3:9])=[CH:4][C:3]=1B(O)O.Br[C:15]1[S:16][C:17]([Cl:20])=[CH:18][CH:19]=1.C(=O)([O-])[O-].[Na+].[Na+].C(OCC)(=O)C. The catalyst is C(#N)C.O.C1C=CC([P]([Pd]([P](C2C=CC=CC=2)(C2C=CC=CC=2)C2C=CC=CC=2)([P](C2C=CC=CC=2)(C2C=CC=CC=2)C2C=CC=CC=2)[P](C2C=CC=CC=2)(C2C=CC=CC=2)C2C=CC=CC=2)(C2C=CC=CC=2)C2C=CC=CC=2)=CC=1. The product is [Cl:20][C:17]1[S:16][C:15]([C:3]2[CH:4]=[C:5]([C:8](=[O:10])[CH3:9])[CH:6]=[CH:7][C:2]=2[F:1])=[CH:19][CH:18]=1. The yield is 0.420.